Dataset: NCI-60 drug combinations with 297,098 pairs across 59 cell lines. Task: Regression. Given two drug SMILES strings and cell line genomic features, predict the synergy score measuring deviation from expected non-interaction effect. Drug 1: C1CN(CCN1C(=O)CCBr)C(=O)CCBr. Drug 2: B(C(CC(C)C)NC(=O)C(CC1=CC=CC=C1)NC(=O)C2=NC=CN=C2)(O)O. Cell line: UO-31. Synergy scores: CSS=5.46, Synergy_ZIP=-0.768, Synergy_Bliss=-0.897, Synergy_Loewe=-35.3, Synergy_HSA=-4.99.